Regression. Given a peptide amino acid sequence and an MHC pseudo amino acid sequence, predict their binding affinity value. This is MHC class I binding data. From a dataset of Peptide-MHC class I binding affinity with 185,985 pairs from IEDB/IMGT. (1) The peptide sequence is QELKNSAVSL. The MHC is HLA-B07:02 with pseudo-sequence HLA-B07:02. The binding affinity (normalized) is 0.0608. (2) The peptide sequence is YFPDWQNYT. The binding affinity (normalized) is 0. The MHC is HLA-A11:01 with pseudo-sequence HLA-A11:01. (3) The peptide sequence is VDYNFTIV. The MHC is H-2-Kb with pseudo-sequence H-2-Kb. The binding affinity (normalized) is 0.495. (4) The peptide sequence is MLSVVGFLV. The MHC is HLA-A02:02 with pseudo-sequence HLA-A02:02. The binding affinity (normalized) is 0.997. (5) The MHC is H-2-Db with pseudo-sequence H-2-Db. The peptide sequence is KICQNFILL. The binding affinity (normalized) is 0.192. (6) The peptide sequence is IFLKPDETF. The MHC is HLA-A26:01 with pseudo-sequence HLA-A26:01. The binding affinity (normalized) is 0.0847.